From a dataset of Full USPTO retrosynthesis dataset with 1.9M reactions from patents (1976-2016). Predict the reactants needed to synthesize the given product. Given the product [Cl:20][C:21]1[S:25][CH:24]=[C:23]([CH2:26][O:16][C:13]2[CH:14]=[CH:15][N:10]([C:7]3[CH:8]=[CH:9][C:4]4[N:5]([C:18]([CH3:19])=[C:2]([CH3:1])[N:3]=4)[CH:6]=3)[C:11](=[O:17])[CH:12]=2)[CH:22]=1, predict the reactants needed to synthesize it. The reactants are: [CH3:1][C:2]1[N:3]=[C:4]2[CH:9]=[CH:8][C:7]([N:10]3[CH:15]=[CH:14][C:13]([OH:16])=[CH:12][C:11]3=[O:17])=[CH:6][N:5]2[C:18]=1[CH3:19].[Cl:20][C:21]1[S:25][CH:24]=[C:23]([CH2:26]O)[CH:22]=1.C(P(CCCC)CCCC)CCC.N(C(N1CCCCC1)=O)=NC(N1CCCCC1)=O.